This data is from Full USPTO retrosynthesis dataset with 1.9M reactions from patents (1976-2016). The task is: Predict the reactants needed to synthesize the given product. (1) Given the product [Br:1][C:2]1[CH:7]=[CH:6][C:5]([CH2:8][CH:9]([N+:11]([O-:13])=[O:12])[CH3:10])=[C:4]([Cl:14])[CH:3]=1, predict the reactants needed to synthesize it. The reactants are: [Br:1][C:2]1[CH:7]=[CH:6][C:5](/[CH:8]=[C:9](/[N+:11]([O-:13])=[O:12])\[CH3:10])=[C:4]([Cl:14])[CH:3]=1.[BH4-].[Na+].C(OCC)(=O)C. (2) Given the product [Cl:32][C:33]1[CH:34]=[CH:35][C:36]([CH:39]2[N:43]([C:44]([N:46]3[CH2:47][CH2:48][NH:49][C:50](=[O:4])[CH2:51]3)=[O:45])[C:42]([C:53]3[CH:58]=[CH:57][C:56]([O:59][CH3:60])=[CH:55][C:54]=3[O:61][CH2:62][CH3:63])=[N:41][CH:40]2[CH3:64])=[CH:37][CH:38]=1, predict the reactants needed to synthesize it. The reactants are: FC(F)(F)C(O)=[O:4].ClC1C=CC(C2NC(C3C=CC(OC)=CC=3OCC)=NC2C)=CC=1.[Cl:32][C:33]1[CH:38]=[CH:37][C:36]([CH:39]2[N:43]([C:44]([N:46]3[CH2:51][CH2:50][N:49](C)[CH2:48][CH2:47]3)=[O:45])[C:42]([C:53]3[CH:58]=[CH:57][C:56]([O:59][CH3:60])=[CH:55][C:54]=3[O:61][CH2:62][CH3:63])=[N:41][CH:40]2[CH2:64]C2CCCC2)=[CH:35][CH:34]=1.